This data is from Full USPTO retrosynthesis dataset with 1.9M reactions from patents (1976-2016). The task is: Predict the reactants needed to synthesize the given product. The reactants are: [CH3:1][N:2]1[CH:6]=[C:5]([C:7]([F:10])([F:9])[F:8])[C:4]([NH:11][C:12]2[N:17]=[C:16]3[N:18](COCC[Si](C)(C)C)[CH:19]=[C:20]([C:21]#[N:22])[C:15]3=[C:14]([C:31]3[CH:32]=[N:33][CH:34]=[C:35]([CH3:37])[CH:36]=3)[CH:13]=2)=[N:3]1.C(N(CC)CC)C.[F-].C([N+](CCCC)(CCCC)CCCC)CCC.O. Given the product [CH3:1][N:2]1[CH:6]=[C:5]([C:7]([F:8])([F:9])[F:10])[C:4]([NH:11][C:12]2[N:17]=[C:16]3[NH:18][CH:19]=[C:20]([C:21]#[N:22])[C:15]3=[C:14]([C:31]3[CH:32]=[N:33][CH:34]=[C:35]([CH3:37])[CH:36]=3)[CH:13]=2)=[N:3]1, predict the reactants needed to synthesize it.